Dataset: Forward reaction prediction with 1.9M reactions from USPTO patents (1976-2016). Task: Predict the product of the given reaction. (1) Given the reactants [CH2:1]([CH:3]([CH2:7][CH:8]([CH2:12][CH3:13])[C:9]([OH:11])=[O:10])[C:4]([OH:6])=[O:5])[CH3:2].[CH2:14](O)[CH2:15][CH2:16][CH3:17].[OH-].[Na+], predict the reaction product. The product is: [CH2:1]([CH:3]([CH2:7][CH:8]([CH2:12][CH3:13])[C:9]([O:11][CH2:2][CH2:1][CH2:3][CH3:4])=[O:10])[C:4]([O:6][CH2:14][CH2:15][CH2:16][CH3:17])=[O:5])[CH3:2]. (2) Given the reactants [N:1]([C:4]1[C:9]([Cl:10])=[CH:8][CH:7]=[CH:6][C:5]=1[Cl:11])=[N+:2]=[N-:3].[CH2:12]([O:14][C:15](=[O:21])[C:16]#[C:17][CH:18]([CH3:20])[CH3:19])[CH3:13], predict the reaction product. The product is: [CH2:12]([O:14][C:15]([C:16]1[N:1]([C:4]2[C:5]([Cl:11])=[CH:6][CH:7]=[CH:8][C:9]=2[Cl:10])[N:2]=[N:3][C:17]=1[CH:18]([CH3:20])[CH3:19])=[O:21])[CH3:13]. (3) Given the reactants C(=O)([O-])[O-].[K+].[K+].[NH2:7][CH:8]1[CH2:13][CH2:12][N:11]([CH2:14][CH2:15][N:16]2[CH:20]=[C:19]([NH:21][C:22]([C:24]3[CH:25]=[N:26][N:27]4[CH:32]=[CH:31][CH:30]=[N:29][C:28]=34)=[O:23])[C:18]([C:33]3[CH:38]=[C:37]([Cl:39])[CH:36]=[CH:35][C:34]=3[O:40][CH:41]([F:43])[F:42])=[N:17]2)[CH2:10][CH2:9]1.Br[CH2:45][C:46]([O:48][C:49]([CH3:52])([CH3:51])[CH3:50])=[O:47], predict the reaction product. The product is: [Cl:39][C:37]1[CH:36]=[CH:35][C:34]([O:40][CH:41]([F:43])[F:42])=[C:33]([C:18]2[C:19]([NH:21][C:22]([C:24]3[CH:25]=[N:26][N:27]4[CH:32]=[CH:31][CH:30]=[N:29][C:28]=34)=[O:23])=[CH:20][N:16]([CH2:15][CH2:14][N:11]3[CH2:12][CH2:13][CH:8]([NH:7][CH2:45][C:46]([O:48][C:49]([CH3:52])([CH3:51])[CH3:50])=[O:47])[CH2:9][CH2:10]3)[N:17]=2)[CH:38]=1. (4) Given the reactants [Cl:1][C:2]1[CH:7]=[C:6]([Cl:8])[CH:5]=[CH:4][C:3]=1[CH:9]1[S:15][CH2:14][CH2:13][NH:12][C:11]2[N:16]([CH3:31])[N:17]=[C:18]([C@@H:19]3[CH2:23][CH2:22][CH2:21][N:20]3C(OC(C)(C)C)=O)[C:10]1=2.FC(F)(F)C(O)=O.C(=O)(O)[O-].[Na+], predict the reaction product. The product is: [Cl:1][C:2]1[CH:7]=[C:6]([Cl:8])[CH:5]=[CH:4][C:3]=1[CH:9]1[S:15][CH2:14][CH2:13][NH:12][C:11]2[N:16]([CH3:31])[N:17]=[C:18]([C@@H:19]3[CH2:23][CH2:22][CH2:21][NH:20]3)[C:10]1=2. (5) Given the reactants [CH3:1][C:2]1[O:6][C:5]([C:7]2[CH:12]=[CH:11][CH:10]=[CH:9][CH:8]=2)=[N:4][C:3]=1[CH2:13][O:14][C:15]1[CH:40]=[CH:39][C:18]([CH2:19][O:20][C:21]2[CH:25]=[C:24]([CH2:26][CH2:27][C:28]([O:30]CC)=[O:29])[N:23]([C:33]3[CH:38]=[CH:37][CH:36]=[CH:35][CH:34]=3)[N:22]=2)=[CH:17][CH:16]=1.[OH-].[Na+].O1CCCC1.Cl, predict the reaction product. The product is: [CH3:1][C:2]1[O:6][C:5]([C:7]2[CH:8]=[CH:9][CH:10]=[CH:11][CH:12]=2)=[N:4][C:3]=1[CH2:13][O:14][C:15]1[CH:40]=[CH:39][C:18]([CH2:19][O:20][C:21]2[CH:25]=[C:24]([CH2:26][CH2:27][C:28]([OH:30])=[O:29])[N:23]([C:33]3[CH:34]=[CH:35][CH:36]=[CH:37][CH:38]=3)[N:22]=2)=[CH:17][CH:16]=1. (6) The product is: [N:27]1([C:14](=[O:15])[CH:13]([NH:12][C:10]([C:7]2[CH:6]=[C:5]([O:21][CH2:22][C:23]([F:24])([F:26])[F:25])[C:4]([CH:1]3[CH2:3][CH2:2]3)=[CH:9][N:8]=2)=[O:11])[C:17]([CH3:19])([CH3:20])[CH3:18])[CH2:30][CH2:29][CH2:28]1. Given the reactants [CH:1]1([C:4]2[C:5]([O:21][CH2:22][C:23]([F:26])([F:25])[F:24])=[CH:6][C:7]([C:10]([NH:12][CH:13]([C:17]([CH3:20])([CH3:19])[CH3:18])[C:14](O)=[O:15])=[O:11])=[N:8][CH:9]=2)[CH2:3][CH2:2]1.[NH:27]1[CH2:30][CH2:29][CH2:28]1.C(O)[C@@H](O)[C@@H](O)[C@H](O)[C@@H](O)C([O-])=O.C(O)[C@@H](O)[C@@H](O)[C@H](O)[C@@H](O)C([O-])=O.[Mg+2], predict the reaction product. (7) Given the reactants [O:1]=[C:2]1[C:14]2[C:13](OS(C3C=CC(C)=CC=3)(=O)=O)=[N:12][C:11]3[CH:26]=[CH:27][CH:28]=[CH:29][C:10]=3[C:9]=2[C:8]2[CH:7]=[N:6][CH:5]=[CH:4][C:3]1=2.[NH2:30][CH2:31][CH2:32][N:33]([CH3:42])[CH2:34][CH2:35][CH2:36][N:37]([CH2:39][CH2:40][NH2:41])[CH3:38], predict the reaction product. The product is: [CH3:38][N:37]([CH2:36][CH2:35][CH2:34][N:33]([CH3:42])[CH2:32][CH2:31][NH:30][C:13]1[C:14]2[C:2](=[O:1])[C:3]3[CH:4]=[CH:5][N:6]=[CH:7][C:8]=3[C:9]=2[C:10]2[CH:29]=[CH:28][CH:27]=[CH:26][C:11]=2[N:12]=1)[CH2:39][CH2:40][NH:41][C:13]1[C:14]2[C:2](=[O:1])[C:3]3[CH:4]=[CH:5][N:6]=[CH:7][C:8]=3[C:9]=2[C:10]2[CH:29]=[CH:28][CH:27]=[CH:26][C:11]=2[N:12]=1. (8) The product is: [F:44][C:43]([F:46])([F:45])[C:41]([OH:47])=[O:42].[O:1]1[CH2:6][CH2:5][N:4]([C:7]2[C:8]3[N:9]([C:13]([C:28]4[CH:29]=[CH:30][C:31]([C:34]([OH:36])=[O:35])=[N:32][CH:33]=4)=[C:14](/[CH:16]=[CH:17]/[C:18]4[CH:27]=[CH:26][C:25]5[CH2:24][CH2:23][CH2:22][CH2:21][C:20]=5[N:19]=4)[N:15]=3)[N:10]=[CH:11][CH:12]=2)[CH2:3][CH2:2]1. Given the reactants [O:1]1[CH2:6][CH2:5][N:4]([C:7]2[C:8]3[N:9]([C:13]([C:28]4[CH:29]=[CH:30][C:31]([C:34]([O:36]C(C)(C)C)=[O:35])=[N:32][CH:33]=4)=[C:14](/[CH:16]=[CH:17]/[C:18]4[CH:27]=[CH:26][C:25]5[CH2:24][CH2:23][CH2:22][CH2:21][C:20]=5[N:19]=4)[N:15]=3)[N:10]=[CH:11][CH:12]=2)[CH2:3][CH2:2]1.[C:41]([OH:47])([C:43]([F:46])([F:45])[F:44])=[O:42], predict the reaction product. (9) Given the reactants C(=O)([O-])[O-].[K+].[K+].[Cl:7][C:8]1[CH:9]=[C:10]([OH:14])[CH:11]=[CH:12][CH:13]=1.CS([C:19]1[N:20]=[CH:21][C:22]2[N:27]=[C:26]([C:28]3[CH:48]=[C:47]([CH3:49])[C:31]([O:32][CH:33]4[CH2:36][CH:35]([C:37]([O:39][CH2:40][C:41]5[CH:46]=[CH:45][CH:44]=[CH:43][CH:42]=5)=[O:38])[CH2:34]4)=[C:30]([CH3:50])[CH:29]=3)[O:25][C:23]=2[N:24]=1)(=O)=O.C(O)(=O)CC(CC(O)=O)(C(O)=O)O, predict the reaction product. The product is: [Cl:7][C:8]1[CH:9]=[C:10]([CH:11]=[CH:12][CH:13]=1)[O:14][C:19]1[N:20]=[CH:21][C:22]2[N:27]=[C:26]([C:28]3[CH:29]=[C:30]([CH3:50])[C:31]([O:32][CH:33]4[CH2:36][CH:35]([C:37]([O:39][CH2:40][C:41]5[CH:46]=[CH:45][CH:44]=[CH:43][CH:42]=5)=[O:38])[CH2:34]4)=[C:47]([CH3:49])[CH:48]=3)[O:25][C:23]=2[N:24]=1.